Dataset: Full USPTO retrosynthesis dataset with 1.9M reactions from patents (1976-2016). Task: Predict the reactants needed to synthesize the given product. (1) Given the product [ClH:34].[CH3:1][O:2][C:3]1[CH:4]=[C:5]2[C:8](=[CH:9][C:10]=1[O:11][CH3:12])[C@@H:7]([CH2:13][NH:14][CH2:15][CH2:16][CH2:17][N:18]1[C:24](=[O:25])[CH2:23][C:22]3[CH:26]=[C:27]([O:32][CH3:33])[C:28]([O:30][CH3:31])=[CH:29][C:21]=3[CH2:20][CH2:19]1)[CH2:6]2, predict the reactants needed to synthesize it. The reactants are: [CH3:1][O:2][C:3]1[CH:4]=[C:5]2[C:8](=[CH:9][C:10]=1[O:11][CH3:12])[C@@H:7]([CH2:13][NH:14][CH2:15][CH2:16][CH2:17][N:18]1[C:24](=[O:25])[CH2:23][C:22]3[CH:26]=[C:27]([O:32][CH3:33])[C:28]([O:30][CH3:31])=[CH:29][C:21]=3[CH2:20][CH2:19]1)[CH2:6]2.[ClH:34]. (2) Given the product [Si:1]([O:18][C@H:19]1[C:28]2[C:23](=[CH:24][CH:25]=[CH:26][CH:27]=2)[C@H:22]([NH2:29])[CH2:21][CH2:20]1)([C:14]([CH3:16])([CH3:17])[CH3:15])([C:8]1[CH:9]=[CH:10][CH:11]=[CH:12][CH:13]=1)[C:2]1[CH:7]=[CH:6][CH:5]=[CH:4][CH:3]=1, predict the reactants needed to synthesize it. The reactants are: [Si:1]([O:18][C@H:19]1[C:28]2[C:23](=[CH:24][CH:25]=[CH:26][CH:27]=2)[C@H:22]([NH:29]C(=O)C(F)(F)F)[CH2:21][CH2:20]1)([C:14]([CH3:17])([CH3:16])[CH3:15])([C:8]1[CH:13]=[CH:12][CH:11]=[CH:10][CH:9]=1)[C:2]1[CH:7]=[CH:6][CH:5]=[CH:4][CH:3]=1.[OH-].[Na+]. (3) Given the product [F:36][C:2]1([CH2:15][CH2:16][S:17]([C:20]2[CH:25]=[CH:24][C:23]([S:26]([CH3:29])(=[O:28])=[O:27])=[CH:22][CH:21]=2)(=[O:19])=[O:18])[CH2:7][CH2:6][N:5]([C:8]([O:10][C:11]([CH3:14])([CH3:13])[CH3:12])=[O:9])[CH2:4][CH2:3]1, predict the reactants needed to synthesize it. The reactants are: O[C:2]1([CH2:15][CH2:16][S:17]([C:20]2[CH:25]=[CH:24][C:23]([S:26]([CH3:29])(=[O:28])=[O:27])=[CH:22][CH:21]=2)(=[O:19])=[O:18])[CH2:7][CH2:6][N:5]([C:8]([O:10][C:11]([CH3:14])([CH3:13])[CH3:12])=[O:9])[CH2:4][CH2:3]1.C(N(S(F)(F)[F:36])CC)C.C(=O)(O)[O-].[Na+]. (4) Given the product [Cl:1][C:2]1[CH:7]=[CH:6][CH:5]=[C:4]([F:8])[C:3]=1[C:9]1[NH:10][C:11](=[O:22])[N:12]([C:14]2[CH:19]=[CH:18][C:17]([C:20]#[C:21][C:24]3[CH:25]=[N:26][C:27]([N:30]4[CH2:35][CH2:34][O:33][CH2:32][CH2:31]4)=[N:28][CH:29]=3)=[CH:16][CH:15]=2)[N:13]=1, predict the reactants needed to synthesize it. The reactants are: [Cl:1][C:2]1[CH:7]=[CH:6][CH:5]=[C:4]([F:8])[C:3]=1[C:9]1[NH:10][C:11](=[O:22])[N:12]([C:14]2[CH:19]=[CH:18][C:17]([C:20]#[CH:21])=[CH:16][CH:15]=2)[N:13]=1.I[C:24]1[CH:25]=[N:26][C:27]([N:30]2[CH2:35][CH2:34][O:33][CH2:32][CH2:31]2)=[N:28][CH:29]=1.CCCC[N+](CCCC)(CCCC)CCCC.[F-]. (5) Given the product [CH2:12]([C@H:14]1[C@@H:18]([C:19]2[N:23]3[C:24]4[CH:30]=[CH:29][N:28]([S:31]([C:34]5[CH:35]=[CH:36][C:37]([CH3:38])=[CH:39][CH:40]=5)(=[O:33])=[O:32])[C:25]=4[N:26]=[CH:27][C:22]3=[N:21][N:20]=2)[CH2:17][C@@H:16]([NH:41][S:2]([N:5]2[CH2:9][CH2:8][O:7][C:6]2=[O:11])(=[O:4])=[O:3])[CH2:15]1)[CH3:13], predict the reactants needed to synthesize it. The reactants are: Cl[S:2]([NH:5][C:6](=[O:11])[O:7][CH2:8][CH2:9]Cl)(=[O:4])=[O:3].[CH2:12]([C@H:14]1[C@@H:18]([C:19]2[N:23]3[C:24]4[CH:30]=[CH:29][N:28]([S:31]([C:34]5[CH:40]=[CH:39][C:37]([CH3:38])=[CH:36][CH:35]=5)(=[O:33])=[O:32])[C:25]=4[N:26]=[CH:27][C:22]3=[N:21][N:20]=2)[CH2:17][C@@H:16]([NH2:41])[CH2:15]1)[CH3:13]. (6) Given the product [C:1]([C:5]1[C:6]([O:17][CH3:18])=[C:7]([CH:8]([OH:9])[CH2:21][C:20]([O:23][CH2:24][CH3:25])=[O:22])[CH:10]=[C:11]([C:13]([CH3:16])([CH3:15])[CH3:14])[CH:12]=1)([CH3:4])([CH3:2])[CH3:3], predict the reactants needed to synthesize it. The reactants are: [C:1]([C:5]1[C:6]([O:17][CH3:18])=[C:7]([CH:10]=[C:11]([C:13]([CH3:16])([CH3:15])[CH3:14])[CH:12]=1)[CH:8]=[O:9])([CH3:4])([CH3:3])[CH3:2].Cl.[C:20]([O:23][CH2:24][CH3:25])(=[O:22])[CH3:21]. (7) Given the product [OH:1][C:2]1[C:11]2[C:6](=[N:7][CH:8]=[CH:9][CH:10]=2)[N:5]([CH2:12][C:13]2[CH:14]=[N:15][C:16]([C:19]([F:22])([F:20])[F:21])=[CH:17][CH:18]=2)[C:4](=[O:23])[C:3]=1[C:24]([NH:26][CH2:27][C:28]([OH:30])=[O:29])=[O:25], predict the reactants needed to synthesize it. The reactants are: [OH:1][C:2]1[C:11]2[C:6](=[N:7][CH:8]=[CH:9][CH:10]=2)[N:5]([CH2:12][C:13]2[CH:14]=[N:15][C:16]([C:19]([F:22])([F:21])[F:20])=[CH:17][CH:18]=2)[C:4](=[O:23])[C:3]=1[C:24]([NH:26][CH2:27][C:28]([O:30]C(C)(C)C)=[O:29])=[O:25].C(Cl)Cl.C(O)(C(F)(F)F)=O. (8) Given the product [Br:33][CH2:29][CH2:36][CH2:37][N:38]1[C:46]2[C:41](=[N:42][C:43]([O:47][CH3:48])=[CH:44][CH:45]=2)[CH2:40][C:39]1=[O:49], predict the reactants needed to synthesize it. The reactants are: C1(P(C2C=CC=CC=2)CCP(C2C=CC=CC=2)C2C=CC=CC=2)C=CC=CC=1.[C:29]([Br:33])(Br)(Br)Br.OC[CH2:36][CH2:37][N:38]1[C:46]2[C:41](=[N:42][C:43]([O:47][CH3:48])=[CH:44][CH:45]=2)[CH2:40][C:39]1=[O:49]. (9) Given the product [S:5]1[C:6]2[CH2:18][O:19][CH2:20][C:2]=2[CH:3]=[C:4]1[C:8]([O:10][CH2:11][CH3:12])=[O:9], predict the reactants needed to synthesize it. The reactants are: Br[C:2]1[CH:3]=[C:4]([C:8]([O:10][CH2:11][CH3:12])=[O:9])[S:5][C:6]=1Br.C([Sn](CCCC)(CCCC)[CH2:18][O:19][CH2:20][Sn](CCCC)(CCCC)CCCC)CCC.CC(C1C=C(C(C)C)C(C2C=CC=CC=2P(C2CCCCC2)C2CCCCC2)=C(C(C)C)C=1)C. (10) Given the product [C:26]([O:25][C:23]([N:6]1[CH2:7][C@@H:8]([N:10]2[N:14]=[N:13][C:12]([C:15]3[CH:20]=[CH:19][C:18]([F:21])=[CH:17][C:16]=3[F:22])=[N:11]2)[CH2:9][C@H:5]1[C:3]([OH:4])=[O:2])=[O:24])([CH3:29])([CH3:27])[CH3:28], predict the reactants needed to synthesize it. The reactants are: C[O:2][C:3]([CH:5]1[CH2:9][CH:8]([N:10]2[N:14]=[N:13][C:12]([C:15]3[CH:20]=[CH:19][C:18]([F:21])=[CH:17][C:16]=3[F:22])=[N:11]2)[CH2:7][N:6]1[C:23]([O:25][C:26]([CH3:29])([CH3:28])[CH3:27])=[O:24])=[O:4].[Li+].[OH-].